Dataset: Full USPTO retrosynthesis dataset with 1.9M reactions from patents (1976-2016). Task: Predict the reactants needed to synthesize the given product. (1) Given the product [N:14]([C:17]1[CH:18]=[CH:19][C:20]([CH2:21][O:22][C:23]([NH:25][C@@H:26]([CH2:46][S:47][S:48][C:49]([CH3:52])([CH3:51])[CH3:50])[C:27]([NH:29][CH2:30][CH2:31][CH2:32][CH2:33][C@H:34]([NH:38][C:39]([O:41][C:42]([CH3:45])([CH3:43])[CH3:44])=[O:40])[C:35]([O:37][CH2:2][C:1]#[N:4])=[O:36])=[O:28])=[O:24])=[CH:53][CH:54]=1)=[N+:15]=[N-:16], predict the reactants needed to synthesize it. The reactants are: [CH:1]([N:4](CC)C(C)C)(C)[CH3:2].BrCC#N.[N:14]([C:17]1[CH:54]=[CH:53][C:20]([CH2:21][O:22][C:23]([NH:25][C@@H:26]([CH2:46][S:47][S:48][C:49]([CH3:52])([CH3:51])[CH3:50])[C:27]([NH:29][CH2:30][CH2:31][CH2:32][CH2:33][C@H:34]([NH:38][C:39]([O:41][C:42]([CH3:45])([CH3:44])[CH3:43])=[O:40])[C:35]([OH:37])=[O:36])=[O:28])=[O:24])=[CH:19][CH:18]=1)=[N+:15]=[N-:16]. (2) Given the product [O:1]1[C:6]2[CH:7]=[CH:8][CH:9]=[CH:10][C:5]=2[N:4]([C:11]2[C:19]3[O:18][CH2:17][C@@H:16]([NH:20][C:21]4[CH:34]=[CH:33][C:24]5[C@H:25]([CH2:28][C:29]([OH:31])=[O:30])[CH2:26][O:27][C:23]=5[CH:22]=4)[C:15]=3[CH:14]=[CH:13][CH:12]=2)[CH2:3][CH2:2]1, predict the reactants needed to synthesize it. The reactants are: [O:1]1[C:6]2[CH:7]=[CH:8][CH:9]=[CH:10][C:5]=2[N:4]([C:11]2[C:19]3[O:18][CH2:17][C@@H:16]([N:20](C(=O)C(F)(F)F)[C:21]4[CH:34]=[CH:33][C:24]5[C@H:25]([CH2:28][C:29]([O:31]C)=[O:30])[CH2:26][O:27][C:23]=5[CH:22]=4)[C:15]=3[CH:14]=[CH:13][CH:12]=2)[CH2:3][CH2:2]1.[OH-].[Na+].Cl. (3) Given the product [F:18][C:2]([F:1])([F:17])[C:3]1[CH:4]=[CH:5][C:6]([O:9][C:10]2[CH:11]=[CH:12][C:13]([O:16][C:30]([N:21]3[CH2:22][CH2:23][C:24]4[C:29](=[CH:28][CH:27]=[CH:26][CH:25]=4)[CH2:20]3)=[O:31])=[CH:14][CH:15]=2)=[N:7][CH:8]=1, predict the reactants needed to synthesize it. The reactants are: [F:1][C:2]([F:18])([F:17])[C:3]1[CH:4]=[CH:5][C:6]([O:9][C:10]2[CH:15]=[CH:14][C:13]([OH:16])=[CH:12][CH:11]=2)=[N:7][CH:8]=1.[I-].[CH2:20]1[C:29]2[C:24](=[CH:25][CH:26]=[CH:27][CH:28]=2)[CH2:23][CH2:22][N:21]1[C:30](N1C=C[N+](C)=C1)=[O:31].